This data is from Full USPTO retrosynthesis dataset with 1.9M reactions from patents (1976-2016). The task is: Predict the reactants needed to synthesize the given product. (1) Given the product [CH3:29][O:30][N:31]([CH3:32])[C:10](=[O:12])[C:9]([NH:8][C:6](=[O:7])[O:5][C:1]([CH3:2])([CH3:3])[CH3:4])([CH3:13])[CH3:17], predict the reactants needed to synthesize it. The reactants are: [C:1]([O:5][C:6]([NH:8][C@@H:9]([CH:13](C)C)[C:10]([OH:12])=O)=[O:7])([CH3:4])([CH3:3])[CH3:2].N1(C(N2C=CN=C2)=O)C=CN=[CH:17]1.Cl.[CH3:29][O:30][NH:31][CH3:32].C(N(CC)CC)C. (2) Given the product [O:44]=[C:38]1[CH:37]([N:31]2[CH2:30][C:29]3[C:33](=[CH:34][CH:35]=[C:27]([CH2:26][NH:25][C:3](=[O:5])[C:2]([F:1])([F:18])[C:6]4[CH:11]=[CH:10][CH:9]=[C:8]([N:12]5[CH2:17][CH2:16][CH2:15][CH2:14][CH2:13]5)[CH:7]=4)[CH:28]=3)[C:32]2=[O:36])[CH2:42][CH2:41][C:40](=[O:43])[NH:39]1, predict the reactants needed to synthesize it. The reactants are: [F:1][C:2]([F:18])([C:6]1[CH:11]=[CH:10][CH:9]=[C:8]([N:12]2[CH2:17][CH2:16][CH2:15][CH2:14][CH2:13]2)[CH:7]=1)[C:3]([OH:5])=O.P(Cl)(Cl)(Cl)=O.Cl.[NH2:25][CH2:26][C:27]1[CH:28]=[C:29]2[C:33](=[CH:34][CH:35]=1)[C:32](=[O:36])[N:31]([CH:37]1[CH2:42][CH2:41][C:40](=[O:43])[NH:39][C:38]1=[O:44])[CH2:30]2.C(=O)(O)[O-].[Na+]. (3) Given the product [C:20]([C:17]1[CH:18]=[C:19]2[CH:11]=[CH:12][NH:13][C:14]2=[N:15][CH:16]=1)#[CH:24], predict the reactants needed to synthesize it. The reactants are: NC1C(Cl)=C(C([C:11]2[C:19]3[C:14](=[N:15][CH:16]=[C:17]([C:20]4C=NN(C)[CH:24]=4)[CH:18]=3)[NH:13][CH:12]=2)=O)C(F)=CC=1.C(=O)([O-])[O-].[K+].[K+]. (4) Given the product [OH:32][C@@H:30]1[CH2:29][O:28][N:27]([C:25]([C:10]2[C:11]3[C:16](=[O:17])[N:15]([CH3:18])[C:14](=[O:19])[N:13]([CH2:20][CH:21]([CH3:22])[CH3:23])[C:12]=3[S:24][C:9]=2[CH2:8][C:36]2[N:37]3[CH:42]=[CH:41][CH:40]=[CH:39][C:38]3=[N:34][CH:35]=2)=[O:26])[CH2:31]1, predict the reactants needed to synthesize it. The reactants are: ClC1N=C(C)N([CH2:8][C:9]2[S:24][C:12]3[N:13]([CH2:20][CH:21]([CH3:23])[CH3:22])[C:14](=[O:19])[N:15]([CH3:18])[C:16](=[O:17])[C:11]=3[C:10]=2[C:25]([N:27]2[CH2:31][C@H:30]([OH:32])[CH2:29][O:28]2)=[O:26])C=1Cl.[N:34]1[CH:35]=[CH:36][N:37]2[CH:42]=[CH:41][CH:40]=[CH:39][C:38]=12.C(=O)([O-])[O-].[K+].[K+]. (5) Given the product [OH:5][C:6]1[CH:7]=[C:8]2[C:34](=[CH:35][C:36]=1[CH3:37])[O:33][C:11]1([CH2:20][C:19]([CH3:22])([CH3:21])[C:18]3[C:13](=[CH:14][C:15]([CH3:32])=[C:16]([O:23][CH2:24][CH2:25][CH2:26][N:44]4[C:43]([CH2:46][OH:47])=[CH:42][C:41]([CH3:40])=[N:45]4)[CH:17]=3)[O:12]1)[CH2:10][C:9]2([CH3:38])[CH3:39], predict the reactants needed to synthesize it. The reactants are: CS([O:5][C:6]1[CH:7]=[C:8]2[C:34](=[CH:35][C:36]=1[CH3:37])[O:33][C:11]1([CH2:20][C:19]([CH3:22])([CH3:21])[C:18]3[C:13](=[CH:14][C:15]([CH3:32])=[C:16]([O:23][CH2:24][CH2:25][CH2:26]OS(C)(=O)=O)[CH:17]=3)[O:12]1)[CH2:10][C:9]2([CH3:39])[CH3:38])(=O)=O.[CH3:40][C:41]1[NH:45][N:44]=[C:43]([CH2:46][OH:47])[CH:42]=1.[H-].[Na+].[OH-].[Na+].Cl. (6) Given the product [C:45]([N:31]([CH:32]1[CH2:33][CH2:34][NH:35][CH2:36][CH2:37]1)[C:25]1[CH:24]=[C:23]([N:6]2[C:7]3=[N:8][CH:9]=[CH:10][C:11]([C:13]4[CH:14]=[N:15][C:16]5[C:21]([CH:22]=4)=[CH:20][CH:19]=[CH:18][CH:17]=5)=[C:12]3[C:4]([CH:1]([CH3:3])[CH3:2])=[N:5]2)[CH:30]=[CH:29][C:26]=1[C:27]#[N:28])(=[O:47])[CH3:46], predict the reactants needed to synthesize it. The reactants are: [CH:1]([C:4]1[C:12]2[C:7](=[N:8][CH:9]=[CH:10][C:11]=2[C:13]2[CH:14]=[N:15][C:16]3[C:21]([CH:22]=2)=[CH:20][CH:19]=[CH:18][CH:17]=3)[N:6]([C:23]2[CH:30]=[CH:29][C:26]([C:27]#[N:28])=[C:25]([NH:31][CH:32]3[CH2:37][CH2:36][NH:35][CH2:34][CH2:33]3)[CH:24]=2)[N:5]=1)([CH3:3])[CH3:2].C(N(CC)CC)C.[C:45](Cl)(=[O:47])[CH3:46].O.